Dataset: Forward reaction prediction with 1.9M reactions from USPTO patents (1976-2016). Task: Predict the product of the given reaction. Given the reactants [CH2:1]([N:3](CC1C=CC(OC)=CC=1)[C:4]1[CH:5]=[C:6]([N:15]2[CH2:19][CH2:18][CH2:17][C:16]2=[O:20])[C:7]([F:14])=[C:8]([CH:13]=1)[C:9]([O:11][CH3:12])=[O:10])[CH3:2], predict the reaction product. The product is: [CH2:1]([NH:3][C:4]1[CH:5]=[C:6]([N:15]2[CH2:19][CH2:18][CH2:17][C:16]2=[O:20])[C:7]([F:14])=[C:8]([CH:13]=1)[C:9]([O:11][CH3:12])=[O:10])[CH3:2].